Dataset: Peptide-MHC class I binding affinity with 185,985 pairs from IEDB/IMGT. Task: Regression. Given a peptide amino acid sequence and an MHC pseudo amino acid sequence, predict their binding affinity value. This is MHC class I binding data. (1) The peptide sequence is FQWWRSHPL. The MHC is HLA-B40:13 with pseudo-sequence HLA-B40:13. The binding affinity (normalized) is 0.936. (2) The peptide sequence is EYKKSLYKF. The MHC is HLA-A31:01 with pseudo-sequence HLA-A31:01. The binding affinity (normalized) is 0.0847. (3) The peptide sequence is KLMPICMDV. The MHC is HLA-A11:01 with pseudo-sequence HLA-A11:01. The binding affinity (normalized) is 0.110. (4) The binding affinity (normalized) is 0.0847. The peptide sequence is SHEGEGIPL. The MHC is HLA-B15:17 with pseudo-sequence HLA-B15:17. (5) The peptide sequence is RLSDPRFSQ. The MHC is HLA-A02:11 with pseudo-sequence HLA-A02:11. The binding affinity (normalized) is 0.205. (6) The peptide sequence is TYAVRITWY. The MHC is Mamu-A20102 with pseudo-sequence Mamu-A20102. The binding affinity (normalized) is 0.213.